From a dataset of Forward reaction prediction with 1.9M reactions from USPTO patents (1976-2016). Predict the product of the given reaction. (1) Given the reactants [C:1]1([C:7]2[C:16]([N:17]3[CH2:22][CH2:21][CH:20]([C:23]4[CH:28]=[CH:27][CH:26]=[CH:25][CH:24]=4)[CH2:19][CH2:18]3)=[N:15][C:14]3[C:9](=[CH:10][CH:11]=[C:12]([C:29]([O:31]C)=[O:30])[CH:13]=3)[N:8]=2)[CH:6]=[CH:5][CH:4]=[CH:3][CH:2]=1.[OH-].[Na+].Cl, predict the reaction product. The product is: [C:1]1([C:7]2[C:16]([N:17]3[CH2:18][CH2:19][CH:20]([C:23]4[CH:24]=[CH:25][CH:26]=[CH:27][CH:28]=4)[CH2:21][CH2:22]3)=[N:15][C:14]3[C:9](=[CH:10][CH:11]=[C:12]([C:29]([OH:31])=[O:30])[CH:13]=3)[N:8]=2)[CH:6]=[CH:5][CH:4]=[CH:3][CH:2]=1. (2) Given the reactants C(O[CH:5]1[O:17][C@H:16]([CH2:18][O:19][C:20]([C:22]2[CH:27]=[CH:26][C:25]([CH3:28])=[CH:24][CH:23]=2)=[O:21])[C@@H:15]([F:29])[C@H:6]1[O:7][CH2:8][C:9]1[CH:14]=[CH:13][CH:12]=[CH:11][CH:10]=1)(=O)C.Br.CC(O)=O.[NH2:35][C:36]1[N:37]=[C:38]([Cl:45])[C:39]2[CH:44]=[CH:43][NH:42][C:40]=2[N:41]=1.[H-].[Na+], predict the reaction product. The product is: [NH2:35][C:36]1[N:37]=[C:38]([Cl:45])[C:39]2[CH:44]=[CH:43][N:42]([C@@H:5]3[O:17][C@H:16]([CH2:18][O:19][C:20]([C:22]4[CH:27]=[CH:26][C:25]([CH3:28])=[CH:24][CH:23]=4)=[O:21])[C@@H:15]([F:29])[C@H:6]3[O:7][CH2:8][C:9]3[CH:10]=[CH:11][CH:12]=[CH:13][CH:14]=3)[C:40]=2[N:41]=1.